From a dataset of Forward reaction prediction with 1.9M reactions from USPTO patents (1976-2016). Predict the product of the given reaction. The product is: [I:37][C:28]1[C:29]([O:35][CH3:36])=[CH:30][CH:31]=[C:32]([O:33][CH3:34])[C:27]=1[C:7]1[C:8]([CH:9]([CH3:10])[CH3:11])=[CH:3][C:4]([CH:23]([CH3:24])[CH3:25])=[C:5]([C:15]2[CH:16]=[CH:17][C:18]([O:21][CH3:22])=[CH:19][CH:20]=2)[C:6]=1[CH:12]([CH3:14])[CH3:13]. Given the reactants [Mg].I[C:3]1[C:4]([CH:23]([CH3:25])[CH3:24])=[C:5]([C:15]2[CH:20]=[CH:19][C:18]([O:21][CH3:22])=[CH:17][CH:16]=2)[C:6]([CH:12]([CH3:14])[CH3:13])=[CH:7][C:8]=1[CH:9]([CH3:11])[CH3:10].Br[C:27]1[C:32]([O:33][CH3:34])=[CH:31][CH:30]=[C:29]([O:35][CH3:36])[C:28]=1[I:37].II, predict the reaction product.